The task is: Binary Classification. Given a miRNA mature sequence and a target amino acid sequence, predict their likelihood of interaction.. This data is from Experimentally validated miRNA-target interactions with 360,000+ pairs, plus equal number of negative samples. (1) The miRNA is mmu-miR-3473a with sequence UGGAGAGAUGGCUCAGCA. The protein sequence of the target gene is MSCCDLAAAGQLGKAGIMASDCEPALNQAESRNPTLERYLGALREAKNDSEQFAALLLVTKAVKAGDIDAKTRRRIFDAVGFTFPNRLLTTKEAPDGCPDHVLRALGVALLACFCSDPELASHPQVLNKIPILSTFLTARGDPDDAARRSMIDDTYQCLTAVAGTPRGPRHLIAGGTVSALCQAYLGHGYGFDQALALLVGLLAAAETQCWKEAEPDLLAVLRGLSEDFQRAEDASKFELCQLLPLFLPPTTVPPECHRDLQAGLARILGSKLSSWQRNPALKLAARLAHACGSDWIPVG.... Result: 0 (no interaction). (2) The miRNA is gga-miR-128-3p with sequence UCACAGUGAACCGGUCUCUUU. The protein sequence of the target gene is MSGLGDSSSDPANPDSHKRKGSPCDTLASSTEKRRREQENKYLEELAELLSANISDIDSLSVKPDKCKILKKTVDQIQLMKRMEQEKSTTDDDVQKSDISSSSQGVIEKESLGPLLLEALDGFFFVVNCEGRIVFVSENVTSYLGYNQEELMNTSVYSILHVGDHAEFVKNLLPKSLVNGVPWPQEATRRNSHTFNCRMLIHPPEDPGTENQEACQRYEVMQCFTVSQPKSIQEDGEDFQSCLICIARRLPRPPAITGVESFMTKQDTTGKIISIDTSSLRAAGRTGWEDLVRKCIYAFF.... Result: 0 (no interaction). (3) The miRNA is hsa-miR-580-3p with sequence UUGAGAAUGAUGAAUCAUUAGG. The protein sequence of the target gene is MADPQAGSAAGDWEIDVESLELEEDVCGAPRSTPPGPSPPPADGDCEDDEDDDGVDEDAEEEGDGEEAGASPGMPGQPEQRGGPQPRPPLAPQASPAGTGPRERCTPAGGGAEPRKLSRTPKCARCRNHGVVSCLKGHKRFCRWRDCQCANCLLVVERQRVMAAQVALRRQQATEDKKGLSGKQNNFERKAVYQRQVRAPSLLAKSILEGYRPIPAETYVGGTFPLPPPVSDRMRKRRAFADKELENIMLEREYKEREMLETSQAAALFLPNRMVPGPDYNSYKSAYSPSPVEPPSKDFC.... Result: 1 (interaction).